Task: Regression. Given a peptide amino acid sequence and an MHC pseudo amino acid sequence, predict their binding affinity value. This is MHC class II binding data.. Dataset: Peptide-MHC class II binding affinity with 134,281 pairs from IEDB The peptide sequence is AYESYKFIPALEAAVKQAYAATVAAA. The MHC is HLA-DQA10102-DQB10602 with pseudo-sequence HLA-DQA10102-DQB10602. The binding affinity (normalized) is 0.751.